Dataset: Experimentally validated miRNA-target interactions with 360,000+ pairs, plus equal number of negative samples. Task: Binary Classification. Given a miRNA mature sequence and a target amino acid sequence, predict their likelihood of interaction. Result: 0 (no interaction). The protein sequence of the target gene is MVVDFCRRFVARSLCIILMKHFCSSSVSEDLGCRRGDFSRKHYGSVELLISSDADGAIQRAGRFRVENGSSDENATALPGTWRRTDVHLENPEYHTRWYFKYFLGQVHQNYIGNDAEKSPFFLSVTLSDQNNQRVPQYRAILWRKTGTQKICLPYSPTKTLSVKSILSAMNLDKFEKGPREIFHPEIQKDLLVLEEQEGSVNFKFGVLFAKDGQLTDDEMFSNEIGSEPFQKFLNLLGDTITLKGWTGYRGGLDTKNDTTGIHSVYTVYQGHEIMFHVSTMLPYSKENKQQVERKRHIGN.... The miRNA is hsa-miR-1322 with sequence GAUGAUGCUGCUGAUGCUG.